Dataset: Peptide-MHC class II binding affinity with 134,281 pairs from IEDB. Task: Regression. Given a peptide amino acid sequence and an MHC pseudo amino acid sequence, predict their binding affinity value. This is MHC class II binding data. The peptide sequence is MLGSNTMQRVVFVVLLLL. The binding affinity (normalized) is 0.119. The MHC is DRB5_0101 with pseudo-sequence DRB5_0101.